From a dataset of Full USPTO retrosynthesis dataset with 1.9M reactions from patents (1976-2016). Predict the reactants needed to synthesize the given product. (1) Given the product [CH3:33][O:32][C:30](=[O:31])[CH2:29][O:20][C:18]1[CH:17]=[CH:16][N:15]2[C:21]([C:22]3[CH:27]=[CH:26][CH:25]=[CH:24][CH:23]=3)=[C:12]([C:9]3[CH:8]=[CH:7][C:6]([C:2]4([NH2:1])[CH2:3][CH2:4][CH2:5]4)=[CH:11][CH:10]=3)[N:13]=[C:14]2[CH:19]=1, predict the reactants needed to synthesize it. The reactants are: [NH2:1][C:2]1([C:6]2[CH:11]=[CH:10][C:9]([C:12]3[N:13]=[C:14]4[CH:19]=[C:18]([OH:20])[CH:17]=[CH:16][N:15]4[C:21]=3[C:22]3[CH:27]=[CH:26][CH:25]=[CH:24][CH:23]=3)=[CH:8][CH:7]=2)[CH2:5][CH2:4][CH2:3]1.Br[CH2:29][C:30]([O:32][CH3:33])=[O:31].C([O-])([O-])=O.[Cs+].[Cs+].O. (2) Given the product [C:25]([NH:1][C:2]1[CH:15]=[CH:14][C:13]2[C:12](=[O:16])[C:11]3[C:6](=[CH:7][C:8]([NH:17][C:24](=[O:33])[CH2:23][CH3:22])=[CH:9][CH:10]=3)[C:5](=[O:18])[C:4]=2[CH:3]=1)(=[O:28])[CH2:26][CH3:27], predict the reactants needed to synthesize it. The reactants are: [NH2:1][C:2]1[CH:15]=[CH:14][C:13]2[C:12](=[O:16])[C:11]3[C:6](=[CH:7][C:8]([NH2:17])=[CH:9][CH:10]=3)[C:5](=[O:18])[C:4]=2[CH:3]=1.N1[CH:24]=[CH:23][CH:22]=CC=1.[C:25](Cl)(=[O:28])[CH2:26][CH3:27].CN(C)C=[O:33].